The task is: Predict the reactants needed to synthesize the given product.. This data is from Full USPTO retrosynthesis dataset with 1.9M reactions from patents (1976-2016). Given the product [ClH:19].[N:1]1[CH:2]=[CH:3][C:4]([CH:7]([C:9]2[CH:14]=[CH:13][C:12]([C:15]([F:16])([F:17])[F:18])=[CH:11][CH:10]=2)[OH:8])=[CH:5][CH:6]=1, predict the reactants needed to synthesize it. The reactants are: [N:1]1[CH:6]=[CH:5][C:4]([CH:7]([C:9]2[CH:14]=[CH:13][C:12]([C:15]([F:18])([F:17])[F:16])=[CH:11][CH:10]=2)[OH:8])=[CH:3][CH:2]=1.[ClH:19].